This data is from Forward reaction prediction with 1.9M reactions from USPTO patents (1976-2016). The task is: Predict the product of the given reaction. (1) Given the reactants Cl[C:2]1[C:11]2[C:6](=[CH:7][CH:8]=[C:9]([CH3:12])[CH:10]=2)[N:5]=[C:4]([N:13]2[CH2:19][C:18]3[CH:20]=[CH:21][CH:22]=[CH:23][C:17]=3[S:16](=[O:25])(=[O:24])[CH2:15][CH2:14]2)[CH:3]=1.[CH3:26][C:27]1([CH3:33])[CH2:31][NH:30][CH2:29][C@@H:28]1[OH:32], predict the reaction product. The product is: [O:24]=[S:16]1(=[O:25])[C:17]2[CH:23]=[CH:22][CH:21]=[CH:20][C:18]=2[CH2:19][N:13]([C:4]2[CH:3]=[C:2]([N:30]3[CH2:31][C:27]([CH3:33])([CH3:26])[C@@H:28]([OH:32])[CH2:29]3)[C:11]3[C:6](=[CH:7][CH:8]=[C:9]([CH3:12])[CH:10]=3)[N:5]=2)[CH2:14][CH2:15]1. (2) Given the reactants [C:1]([C:9]1[N:10]=[CH:11][C:12]2[C:17]([CH:18]=1)=[CH:16][CH:15]=[CH:14][CH:13]=2)(=O)[C:2]1[CH:7]=[CH:6][CH:5]=[CH:4][CH:3]=1.O.NN.[OH-].[K+].O, predict the reaction product. The product is: [CH2:1]([C:9]1[N:10]=[CH:11][C:12]2[C:17]([CH:18]=1)=[CH:16][CH:15]=[CH:14][CH:13]=2)[C:2]1[CH:7]=[CH:6][CH:5]=[CH:4][CH:3]=1. (3) Given the reactants [NH2:1][C:2]1[C:11]2[S:10](=[O:13])(=[O:12])[N:9]=[C:8]([C:14]3[C:15](=[O:30])[N:16]([NH:25][CH2:26][CH:27]([CH3:29])[CH3:28])[C:17]4[C:22]([C:23]=3[OH:24])=[CH:21][CH:20]=[CH:19][CH:18]=4)[NH:7][C:6]=2[CH:5]=[CH:4][C:3]=1[OH:31].[NH2:32][C:33]1[CH:34]=[C:35]([CH:39]=[CH:40][CH:41]=1)[C:36](O)=O, predict the reaction product. The product is: [NH2:32][C:33]1[CH:34]=[C:35]([C:36]2[O:31][C:3]3[CH:4]=[CH:5][C:6]4[NH:7][C:8]([C:14]5[C:15](=[O:30])[N:16]([NH:25][CH2:26][CH:27]([CH3:29])[CH3:28])[C:17]6[C:22]([C:23]=5[OH:24])=[CH:21][CH:20]=[CH:19][CH:18]=6)=[N:9][S:10](=[O:12])(=[O:13])[C:11]=4[C:2]=3[N:1]=2)[CH:39]=[CH:40][CH:41]=1. (4) The product is: [OH:26][CH:27]([CH3:31])[C:28]([NH:1][CH2:2][CH:3]1[CH2:8][CH2:7][C:6]2[C:9]3[C:14]([NH:15][C:16]4[CH:17]=[C:18]5[C:22](=[CH:23][CH:24]=4)[NH:21][N:20]=[CH:19]5)=[N:13][CH:12]=[N:11][C:10]=3[S:25][C:5]=2[CH2:4]1)=[O:29]. Given the reactants [NH2:1][CH2:2][CH:3]1[CH2:8][CH2:7][C:6]2[C:9]3[C:14]([NH:15][C:16]4[CH:17]=[C:18]5[C:22](=[CH:23][CH:24]=4)[NH:21][N:20]=[CH:19]5)=[N:13][CH:12]=[N:11][C:10]=3[S:25][C:5]=2[CH2:4]1.[OH:26][CH:27]([CH3:31])[C:28](O)=[O:29].F[P-](F)(F)(F)(F)F.CN(C(=[N+](C)C)ON1C2=NC=CC=C2N=N1)C, predict the reaction product. (5) Given the reactants CCCP(=O)=O.[CH3:7][C:8]1[CH:16]=[CH:15][C:11]([C:12](O)=[O:13])=[CH:10][C:9]=1[NH:17][C:18]1[N:23]=[C:22]([C:24]2[CH:25]=[N:26][CH:27]=[CH:28][CH:29]=2)[CH:21]=[CH:20][N:19]=1.[CH2:30]([N:32]([CH2:40][CH3:41])[C:33]1[CH:38]=[CH:37][CH:36]=[C:35]([NH2:39])[CH:34]=1)[CH3:31].C(N(CC)CC)C.C(=O)([O-])O.[Na+], predict the reaction product. The product is: [CH2:40]([N:32]([CH2:30][CH3:31])[C:33]1[CH:34]=[C:35]([NH:39][C:12](=[O:13])[C:11]2[CH:15]=[CH:16][C:8]([CH3:7])=[C:9]([NH:17][C:18]3[N:23]=[C:22]([C:24]4[CH:25]=[N:26][CH:27]=[CH:28][CH:29]=4)[CH:21]=[CH:20][N:19]=3)[CH:10]=2)[CH:36]=[CH:37][CH:38]=1)[CH3:41].